From a dataset of Forward reaction prediction with 1.9M reactions from USPTO patents (1976-2016). Predict the product of the given reaction. (1) Given the reactants O=CC[CH2:4][C:5]([O:7][C:8]1[CH:13]=[C:12](C)[CH:11]=[C:10](C)[C:9]=1[CH3:16])=O.[H-].[Na+].[O:19]=C(C=C)C(Cl)=O.O, predict the reaction product. The product is: [O:7]1[C:8]2[C:9](=[CH:10][CH:11]=[CH:12][CH:13]=2)[C:16](=[O:19])[CH:4]=[CH:5]1. (2) The product is: [C:29]1([C:2]2[CH:3]=[CH:4][C:5]3[N:6]([C:8]([C:11]4[CH:20]=[CH:19][C:18]5[C:13](=[C:14]([OH:21])[CH:15]=[CH:16][CH:17]=5)[N:12]=4)=[N:9][N:10]=3)[CH:7]=2)[CH:34]=[CH:33][CH:32]=[CH:31][CH:30]=1. Given the reactants Br[C:2]1[CH:3]=[CH:4][C:5]2[N:6]([C:8]([C:11]3[CH:20]=[CH:19][C:18]4[C:13](=[C:14]([O:21][Si](C(C)(C)C)(C)C)[CH:15]=[CH:16][CH:17]=4)[N:12]=3)=[N:9][N:10]=2)[CH:7]=1.[C:29]1(B(O)O)[CH:34]=[CH:33][CH:32]=[CH:31][CH:30]=1.C([O-])([O-])=O.[Na+].[Na+], predict the reaction product.